From a dataset of Full USPTO retrosynthesis dataset with 1.9M reactions from patents (1976-2016). Predict the reactants needed to synthesize the given product. (1) Given the product [CH2:12]([O:14][C:15](=[O:18])[CH2:16][O:9][CH2:8][CH2:7][O:6][CH:4]([N:1]=[N+:2]=[N-:3])[CH3:5])[CH3:13], predict the reactants needed to synthesize it. The reactants are: [N:1]([CH:4]([O:6][CH2:7][CH2:8][OH:9])[CH3:5])=[N+:2]=[N-:3].[H-].[Na+].[CH2:12]([O:14][C:15](=[O:18])[CH2:16]Br)[CH3:13]. (2) Given the product [Br:2][C:1]([Br:5])=[CH:30][CH2:29][CH2:28]/[CH:27]=[C:26](\[CH3:25])/[CH2:32][CH2:33][CH2:34][CH2:35][CH2:36][CH2:37][CH2:38][CH2:39][CH3:40], predict the reactants needed to synthesize it. The reactants are: [C:1]([Br:5])(Br)(Br)[Br:2].C1C=CC(P(C2C=CC=CC=2)C2C=CC=CC=2)=CC=1.[CH3:25]/[C:26](/[CH2:32][CH2:33][CH2:34][CH2:35][CH2:36][CH2:37][CH2:38][CH2:39][CH3:40])=[CH:27]\[CH2:28][CH2:29][CH:30]=O. (3) Given the product [Br:6][C:7]1[CH:12]=[CH:11][C:10]([C:21]2([OH:24])[CH2:22][CH2:23][CH:18]([CH2:15][CH2:16][CH3:17])[CH2:19][CH2:20]2)=[C:9]([F:14])[CH:8]=1, predict the reactants needed to synthesize it. The reactants are: [Li]CCCC.[Br:6][C:7]1[CH:12]=[CH:11][C:10](I)=[C:9]([F:14])[CH:8]=1.[CH2:15]([CH:18]1[CH2:23][CH2:22][C:21](=[O:24])[CH2:20][CH2:19]1)[CH2:16][CH3:17].